This data is from Full USPTO retrosynthesis dataset with 1.9M reactions from patents (1976-2016). The task is: Predict the reactants needed to synthesize the given product. The reactants are: [CH:1]1([C:4]([C:6]2[CH:11]=[CH:10][C:9]([F:12])=[CH:8][CH:7]=2)=O)[CH2:3][CH2:2]1.Cl.[NH2:14][OH:15]. Given the product [CH:1]1([C:4]([C:6]2[CH:11]=[CH:10][C:9]([F:12])=[CH:8][CH:7]=2)=[N:14][OH:15])[CH2:3][CH2:2]1, predict the reactants needed to synthesize it.